This data is from Full USPTO retrosynthesis dataset with 1.9M reactions from patents (1976-2016). The task is: Predict the reactants needed to synthesize the given product. (1) Given the product [CH3:33][O:32][C:30](=[O:31])[CH2:29][O:1][C:2]1[CH:24]=[CH:23][C:5]([CH:6]=[C:7]2[CH2:12][CH2:11][N:10]([C:13]([O:15][CH2:16][C:17]3[CH:18]=[CH:19][CH:20]=[CH:21][CH:22]=3)=[O:14])[CH2:9][CH2:8]2)=[CH:4][C:3]=1[N+:25]([O-:27])=[O:26], predict the reactants needed to synthesize it. The reactants are: [OH:1][C:2]1[CH:24]=[CH:23][C:5]([CH:6]=[C:7]2[CH2:12][CH2:11][N:10]([C:13]([O:15][CH2:16][C:17]3[CH:22]=[CH:21][CH:20]=[CH:19][CH:18]=3)=[O:14])[CH2:9][CH2:8]2)=[CH:4][C:3]=1[N+:25]([O-:27])=[O:26].Br[CH2:29][C:30]([O:32][CH3:33])=[O:31].C(=O)([O-])[O-].[K+].[K+].O. (2) Given the product [CH2:13]([C:17]1[N:18]=[C:19]([CH3:45])[N:20]([CH2:39][C:40]2[S:41][CH:42]=[CH:43][N:44]=2)[C:21](=[O:38])[C:22]=1[CH2:23][C:24]1[CH:25]=[CH:26][C:27]([C:30]2[CH:35]=[CH:34][CH:33]=[CH:32][C:31]=2[C:36]2[NH:3][C:4](=[O:7])[O:5][N:37]=2)=[CH:28][CH:29]=1)[CH2:14][CH2:15][CH3:16], predict the reactants needed to synthesize it. The reactants are: [Cl-].O[NH3+:3].[C:4](=[O:7])([O-])[OH:5].[Na+].CS(C)=O.[CH2:13]([C:17]1[N:18]=[C:19]([CH3:45])[N:20]([CH2:39][C:40]2[S:41][CH:42]=[CH:43][N:44]=2)[C:21](=[O:38])[C:22]=1[CH2:23][C:24]1[CH:29]=[CH:28][C:27]([C:30]2[C:31]([C:36]#[N:37])=[CH:32][CH:33]=[CH:34][CH:35]=2)=[CH:26][CH:25]=1)[CH2:14][CH2:15][CH3:16]. (3) The reactants are: [Cl:1][C:2]1[CH:10]=[C:9]([Cl:11])[CH:8]=[CH:7][C:3]=1[C:4](Cl)=[O:5].[N:12]1([C:18]2([CH2:28][NH2:29])[CH2:21][N:20]([S:22]([CH2:25][CH2:26][CH3:27])(=[O:24])=[O:23])[CH2:19]2)[CH2:17][CH2:16][O:15][CH2:14][CH2:13]1.C(N(CC)CC)C.C(O)(=O)C(O)=O. Given the product [Cl:1][C:2]1[CH:10]=[C:9]([Cl:11])[CH:8]=[CH:7][C:3]=1[C:4]([NH:29][CH2:28][C:18]1([N:12]2[CH2:17][CH2:16][O:15][CH2:14][CH2:13]2)[CH2:21][N:20]([S:22]([CH2:25][CH2:26][CH3:27])(=[O:24])=[O:23])[CH2:19]1)=[O:5], predict the reactants needed to synthesize it. (4) The reactants are: Br[C:2]1[CH:15]=[CH:14][C:5]([C:6]([C:8]2[CH:13]=[CH:12][CH:11]=[CH:10][CH:9]=2)=[O:7])=[CH:4][CH:3]=1.[B:16]1([B:16]2[O:20][C:19]([CH3:22])([CH3:21])[C:18]([CH3:24])([CH3:23])[O:17]2)[O:20][C:19]([CH3:22])([CH3:21])[C:18]([CH3:24])([CH3:23])[O:17]1.ClCCl.C([O-])(=O)C.[K+]. Given the product [C:8]1([C:6]([C:5]2[CH:14]=[CH:15][C:2]([B:16]3[O:20][C:19]([CH3:22])([CH3:21])[C:18]([CH3:24])([CH3:23])[O:17]3)=[CH:3][CH:4]=2)=[O:7])[CH:13]=[CH:12][CH:11]=[CH:10][CH:9]=1, predict the reactants needed to synthesize it. (5) The reactants are: [CH2:1]([O:3][C:4]([C:6]1[C:14]2[C:9](=[CH:10][CH:11]=[CH:12][CH:13]=2)[N:8]([C:15]2[CH:20]=[CH:19][CH:18]=[CH:17][CH:16]=2)[C:7]=1[CH2:21]Br)=[O:5])[CH3:2].[CH2:23]([O:25][C:26](=[O:36])[CH2:27][NH:28][C:29]([O:31][C:32]([CH3:35])([CH3:34])[CH3:33])=[O:30])[CH3:24]. Given the product [CH2:1]([O:3][C:4]([C:6]1[C:14]2[C:9](=[CH:10][CH:11]=[CH:12][CH:13]=2)[N:8]([C:15]2[CH:20]=[CH:19][CH:18]=[CH:17][CH:16]=2)[C:7]=1[CH2:21][N:28]([C:29]([O:31][C:32]([CH3:33])([CH3:35])[CH3:34])=[O:30])[CH2:27][C:26]([O:25][CH2:23][CH3:24])=[O:36])=[O:5])[CH3:2], predict the reactants needed to synthesize it. (6) Given the product [CH3:1][O:2][CH:3]1[CH2:8][N:7]([CH2:34][CH2:33][N:28]2[C:29](=[O:32])[CH:30]=[N:31][C:26]3[CH:25]=[CH:24][C:23]([O:22][CH3:21])=[N:36][C:27]2=3)[CH2:6][CH:5]([CH2:9][N:10]2[C:18](=[O:19])[C:17]3[C:12](=[CH:13][CH:14]=[CH:15][CH:16]=3)[C:11]2=[O:20])[CH2:4]1, predict the reactants needed to synthesize it. The reactants are: [CH3:1][O:2][C@H:3]1[CH2:8][NH:7][CH2:6][C@@H:5]([CH2:9][N:10]2[C:18](=[O:19])[C:17]3[C:12](=[CH:13][CH:14]=[CH:15][CH:16]=3)[C:11]2=[O:20])[CH2:4]1.[CH3:21][O:22][C:23]1[CH:24]=[CH:25][C:26]2[N:31]=[CH:30][C:29](=[O:32])[N:28]([CH2:33][CH:34]=O)[C:27]=2[N:36]=1.[BH-](OC(C)=O)(OC(C)=O)OC(C)=O.[Na+]. (7) Given the product [CH3:15][C:6]1[C:5]([CH2:4][NH2:1])=[CH:10][C:9]([C:11]([CH3:13])=[CH2:12])=[C:8]([CH3:14])[N:7]=1, predict the reactants needed to synthesize it. The reactants are: [N:1]([CH2:4][C:5]1[C:6]([CH3:15])=[N:7][C:8]([CH3:14])=[C:9]([C:11]([CH3:13])=[CH2:12])[CH:10]=1)=[N+]=[N-].